This data is from Catalyst prediction with 721,799 reactions and 888 catalyst types from USPTO. The task is: Predict which catalyst facilitates the given reaction. Reactant: [Cl:1][C:2]1[CH:7]=[CH:6][C:5]([CH:8]([C:27]2[CH:32]=[CH:31][C:30]([Cl:33])=[CH:29][CH:28]=2)[C:9]2[CH:10]=[C:11]3[C:16](=[CH:17][CH:18]=2)[NH:15][C:14](=[O:19])[CH:13]=[C:12]3[NH:20][CH:21]2[CH2:26][CH2:25][NH:24][CH2:23][CH2:22]2)=[CH:4][CH:3]=1.N1C=CC=CC=1.C1COCC1.Cl[S:46]([CH2:49][C:50]([O:52][CH2:53][CH3:54])=[O:51])(=[O:48])=[O:47]. Product: [Cl:33][C:30]1[CH:29]=[CH:28][C:27]([CH:8]([C:5]2[CH:6]=[CH:7][C:2]([Cl:1])=[CH:3][CH:4]=2)[C:9]2[CH:10]=[C:11]3[C:16](=[CH:17][CH:18]=2)[NH:15][C:14](=[O:19])[CH:13]=[C:12]3[NH:20][CH:21]2[CH2:22][CH2:23][N:24]([S:46]([CH2:49][C:50]([O:52][CH2:53][CH3:54])=[O:51])(=[O:48])=[O:47])[CH2:25][CH2:26]2)=[CH:32][CH:31]=1. The catalyst class is: 4.